This data is from Retrosynthesis with 50K atom-mapped reactions and 10 reaction types from USPTO. The task is: Predict the reactants needed to synthesize the given product. Given the product Cc1c(C(=O)O)[nH]c(C(N)=O)c1S(=O)(=O)c1ccccc1, predict the reactants needed to synthesize it. The reactants are: CCOC(=O)c1[nH]c(C(N)=O)c(S(=O)(=O)c2ccccc2)c1C.